Dataset: Full USPTO retrosynthesis dataset with 1.9M reactions from patents (1976-2016). Task: Predict the reactants needed to synthesize the given product. (1) Given the product [CH2:25]1[C:24]2[CH:23]=[CH:22][CH:21]=[C:20]([O:19][C:16]3[CH:15]=[CH:14][C:13]([NH:12][C:10](=[O:11])[C@@H:9]([CH3:29])[NH2:5])=[CH:18][CH:17]=3)[C:28]=2[CH2:27][O:26]1, predict the reactants needed to synthesize it. The reactants are: CC([N:5]([C@H:9]([CH3:29])[C:10]([NH:12][C:13]1[CH:18]=[CH:17][C:16]([O:19][C:20]2[C:28]3[CH2:27][O:26][CH2:25][C:24]=3[CH:23]=[CH:22][CH:21]=2)=[CH:15][CH:14]=1)=[O:11])C(=O)[O-])(C)C.C(O)(C(F)(F)F)=O. (2) Given the product [Cl:34][C:31]1[CH:30]=[CH:29][C:28]([CH:23]([N:18]2[C:19]3[C:15](=[C:14]([NH:13][S:2]([CH3:1])(=[O:4])=[O:3])[CH:22]=[CH:21][CH:20]=3)[CH:16]=[CH:17]2)[C:24]([O:26][CH3:27])=[O:25])=[CH:33][CH:32]=1, predict the reactants needed to synthesize it. The reactants are: [CH3:1][S:2](Cl)(=[O:4])=[O:3].C(OC([NH:13][C:14]1[CH:22]=[CH:21][CH:20]=[C:19]2[C:15]=1[CH:16]=[CH:17][N:18]2[CH:23]([C:28]1[CH:33]=[CH:32][C:31]([Cl:34])=[CH:30][CH:29]=1)[C:24]([O:26][CH3:27])=[O:25])=O)(C)(C)C.C(N(CC)CC)C.O. (3) Given the product [CH3:17][S:18]([N:8]1[C:12]2[CH:13]=[CH:14][CH:15]=[CH:16][C:11]=2[N:10]=[N:9]1)(=[O:20])=[O:19], predict the reactants needed to synthesize it. The reactants are: C1(C)C=CC=CC=1.[NH:8]1[C:12]2[CH:13]=[CH:14][CH:15]=[CH:16][C:11]=2[N:10]=[N:9]1.[CH3:17][S:18](Cl)(=[O:20])=[O:19].N1C=CC=CC=1. (4) Given the product [F:43][C:44]1[C:51]([F:52])=[CH:50][CH:49]=[CH:48][C:45]=1[CH2:46][CH2:5][C:4]1[CH:25]=[CH:26][C:27]([O:30][CH2:31][CH2:32][CH2:33][CH2:34][CH2:35][CH3:36])=[C:28]([F:29])[C:3]=1[F:2], predict the reactants needed to synthesize it. The reactants are: [Cl-].[F:2][C:3]1[C:28]([F:29])=[C:27]([O:30][CH2:31][CH2:32][CH2:33][CH2:34][CH2:35][CH3:36])[CH:26]=[CH:25][C:4]=1[CH2:5][P+](C1C=CC=CC=1)(C1C=CC=CC=1)C1C=CC=CC=1.CC(C)([O-])C.[K+].[F:43][C:44]1[C:51]([F:52])=[CH:50][CH:49]=[CH:48][C:45]=1[CH:46]=O.O. (5) Given the product [CH3:20][C:11]1([CH3:21])[N:10]2[N:22]=[CH:23][C:24]([S:25]([C:28]([CH3:29])([C:30]3[CH:35]=[CH:34][C:33]([CH3:36])=[CH:32][CH:31]=3)[CH3:37])(=[O:27])=[O:26])=[C:9]2[NH:8][CH:13]([C:14]2[CH:19]=[CH:18][CH:17]=[CH:16][CH:15]=2)[CH2:12]1, predict the reactants needed to synthesize it. The reactants are: C([N:8]1[CH:13]([C:14]2[CH:19]=[CH:18][CH:17]=[CH:16][CH:15]=2)[CH2:12][C:11]([CH3:21])([CH3:20])[N:10]2[N:22]=[CH:23][C:24]([S:25]([C:28]([CH3:37])([C:30]3[CH:35]=[CH:34][C:33]([CH3:36])=[CH:32][CH:31]=3)[CH3:29])(=[O:27])=[O:26])=[C:9]12)C1C=CC=CC=1.C(O)C.[H][H].